This data is from M1 muscarinic receptor antagonist screen with 61,756 compounds. The task is: Binary Classification. Given a drug SMILES string, predict its activity (active/inactive) in a high-throughput screening assay against a specified biological target. (1) The compound is O=C/1N(CCc2ccccc2)C(=O)NC(=O)C1=C\NCCN(CC)CC. The result is 0 (inactive). (2) The result is 0 (inactive). The drug is O(Cc1n(\N=C\c2occc2)c(=O)c2c(n1)cccc2)c1c(cccc1)C. (3) The compound is O(C(=O)C1CCCN(C1)C(=O)c1n(c2nc3n(c(=O)c2c1)cccc3C)C)CC. The result is 0 (inactive). (4) The drug is S(=O)(=O)(/N=C(\Nc1ncnc(N2CCOCC2)c1)c1ccccc1)c1ccccc1. The result is 0 (inactive). (5) The molecule is O=c1n(c2c(c3n(c(cc13)C(=O)NCCN(CCCC)CC)C)cccc2)C. The result is 1 (active).